From a dataset of Reaction yield outcomes from USPTO patents with 853,638 reactions. Predict the reaction yield, written as a fraction of the theoretical maximum amount of product (1.0 means a 100% yield; for example, 0.34 means a 34% yield). The product is [C:9]([O:8][C:6]([NH:5][C@@H:4]([CH3:13])[C:3]([O:2][CH3:1])=[O:15])=[O:7])([CH3:12])([CH3:11])[CH3:10]. The catalyst is C1COCC1. The yield is 0.650. The reactants are [CH3:1][O:2][C:3](=[O:15])[C@H:4]([CH2:13]O)[NH:5][C:6]([O:8][C:9]([CH3:12])([CH3:11])[CH3:10])=[O:7].C(Br)(Br)(Br)Br.C1C=CC(P(C2C=CC=CC=2)C2C=CC=CC=2)=CC=1.